From a dataset of Forward reaction prediction with 1.9M reactions from USPTO patents (1976-2016). Predict the product of the given reaction. (1) Given the reactants [F:1][CH:2]([F:13])[C:3]1[N:8]=[C:7]([CH2:9][CH2:10][CH3:11])[NH:6][C:5](=[O:12])[CH:4]=1.Br[CH2:15][C:16]1[CH:21]=[CH:20][C:19]([C:22]2[C:23]([C:28]#[N:29])=[CH:24][CH:25]=[CH:26][CH:27]=2)=[CH:18][CH:17]=1.C(=O)([O-])[O-].[K+].[K+], predict the reaction product. The product is: [F:13][CH:2]([F:1])[C:3]1[N:8]=[C:7]([CH2:9][CH2:10][CH3:11])[N:6]([CH2:15][C:16]2[CH:17]=[CH:18][C:19]([C:22]3[C:23]([C:28]#[N:29])=[CH:24][CH:25]=[CH:26][CH:27]=3)=[CH:20][CH:21]=2)[C:5](=[O:12])[CH:4]=1. (2) Given the reactants Cl[C:2]1[CH:28]=[CH:27][C:5]([C:6]([NH:8][CH2:9][C:10]2([CH2:23][CH:24]3[CH2:26][CH2:25]3)[CH2:15][CH2:14][CH:13]([S:16]([CH2:19][CH:20]3[CH2:22][CH2:21]3)(=[O:18])=[O:17])[CH2:12][CH2:11]2)=[O:7])=[C:4]([C:29]([F:32])([F:31])[F:30])[N:3]=1.[CH3:33][N:34](C)C=O, predict the reaction product. The product is: [C:33]([C:2]1[CH:28]=[CH:27][C:5]([C:6]([NH:8][CH2:9][C:10]2([CH2:23][CH:24]3[CH2:26][CH2:25]3)[CH2:15][CH2:14][CH:13]([S:16]([CH2:19][CH:20]3[CH2:22][CH2:21]3)(=[O:18])=[O:17])[CH2:12][CH2:11]2)=[O:7])=[C:4]([C:29]([F:32])([F:31])[F:30])[N:3]=1)#[N:34]. (3) Given the reactants [OH:1][CH2:2][C:3]([CH3:35])([CH3:34])[CH2:4][O:5][C:6]1[C:31]([O:32][CH3:33])=[CH:30][C:9]2[C:10]3[N:15]([CH:16]([C:18]([CH3:23])([CH3:22])[CH2:19][O:20][CH3:21])[CH2:17][C:8]=2[CH:7]=1)[CH:14]=[C:13]([C:24]([O:26]CC)=[O:25])[C:12](=[O:29])[CH:11]=3.[Li+].[OH-].Cl, predict the reaction product. The product is: [OH:1][CH2:2][C:3]([CH3:35])([CH3:34])[CH2:4][O:5][C:6]1[C:31]([O:32][CH3:33])=[CH:30][C:9]2[C:10]3[N:15]([CH:16]([C:18]([CH3:22])([CH3:23])[CH2:19][O:20][CH3:21])[CH2:17][C:8]=2[CH:7]=1)[CH:14]=[C:13]([C:24]([OH:26])=[O:25])[C:12](=[O:29])[CH:11]=3. (4) Given the reactants [NH2-].[Na+].C[C:4](=[O:7])[CH2:5][CH3:6].C[O:9][CH:10]([CH3:15])[C:11]([O:13][CH3:14])=O.[CH3:16]C(OCC1C2C(=CC=CC=2)C(COC(C)=O)=C2C=1C=CC=C2)=O.S(=O)(=O)(O)O, predict the reaction product. The product is: [CH3:14][O:13][CH:11]([C:10](=[O:9])[CH2:15][C:4](=[O:7])[CH2:5][CH3:6])[CH3:16]. (5) The product is: [F:25][C:26]1[CH:27]=[C:28]([C@@H:33]2[CH2:38][CH2:37][N:36]([C:39]([O:41][C:42]([CH3:43])([CH3:44])[CH3:45])=[O:40])[CH2:35][C@H:34]2[CH2:46][OH:47])[CH:29]=[CH:30][C:31]=1[F:32]. Given the reactants ClC1C=CC([C@@H]2CCN(C(OC(C)(C)C)=O)C[C@H]2C(OC)=O)=CC=1.[F:25][C:26]1[CH:27]=[C:28]([C@@H:33]2[CH2:38][CH2:37][N:36]([C:39]([O:41][C:42]([CH3:45])([CH3:44])[CH3:43])=[O:40])[CH2:35][C@H:34]2[C:46](OC)=[O:47])[CH:29]=[CH:30][C:31]=1[F:32], predict the reaction product. (6) Given the reactants [N+:1]([C:4]1[CH:25]=[CH:24][C:7]([C:8]([O:10][C:11]([CH2:22][CH3:23])([C:18]([F:21])([F:20])[F:19])[C:12]#[C:13][Si](C)(C)C)=[O:9])=[CH:6][CH:5]=1)([O-:3])=[O:2].[O-]P([O-])([O-])=O.[K+].[K+].[K+].O.Cl, predict the reaction product. The product is: [N+:1]([C:4]1[CH:5]=[CH:6][C:7]([C:8]([O:10][C:11]([CH2:22][CH3:23])([C:18]([F:19])([F:20])[F:21])[C:12]#[CH:13])=[O:9])=[CH:24][CH:25]=1)([O-:3])=[O:2]. (7) Given the reactants [CH2:1]([N:8]1[C:16]2[C:11](=[CH:12][CH:13]=[CH:14][CH:15]=2)[C:10](/[CH:17]=[C:18](\[C:22]#[N:23])/[C:19]([NH2:21])=[O:20])=[C:9]1OCC)[C:2]1[CH:7]=[CH:6][CH:5]=[CH:4][CH:3]=1.[NH4+:27].[OH-], predict the reaction product. The product is: [NH2:23][C:22]1[C:18]([C:19]([NH2:21])=[O:20])=[CH:17][C:10]2[C:11]3[C:16](=[CH:15][CH:14]=[CH:13][CH:12]=3)[N:8]([CH2:1][C:2]3[CH:7]=[CH:6][CH:5]=[CH:4][CH:3]=3)[C:9]=2[N:27]=1. (8) Given the reactants [C:1]([C:3]1[CH:20]=[CH:19][C:6]([CH2:7][NH:8][C:9](=[O:18])[C:10]2[CH:15]=[C:14]([CH3:16])[CH:13]=[C:12]([OH:17])[CH:11]=2)=[C:5]([O:21][CH2:22][C:23](=[O:26])[NH:24][CH3:25])[CH:4]=1)#[N:2].Br[CH:28]([OH:30])[CH3:29], predict the reaction product. The product is: [C:1]([C:3]1[CH:20]=[CH:19][C:6]([CH2:7][NH:8][C:9](=[O:18])[C:10]2[CH:15]=[C:14]([CH3:16])[CH:13]=[C:12]([O:17][CH2:29][CH2:28][OH:30])[CH:11]=2)=[C:5]([O:21][CH2:22][C:23](=[O:26])[NH:24][CH3:25])[CH:4]=1)#[N:2]. (9) Given the reactants [C:1]([O:5][C:6]([NH:8][CH2:9][C@H:10]1[CH2:15][CH2:14][C@H:13]([C:16]([NH:18][C@H:19]([C:37]([NH:39][C:40]2[CH:45]=[CH:44][C:43]([C:46]3[NH:47][C:48]([Cl:51])=[N:49][N:50]=3)=[CH:42][CH:41]=2)=[O:38])[CH2:20][C:21]2[CH:26]=[CH:25][C:24]([C:27]3[CH:32]=[CH:31][C:30]([C:33](O)=[O:34])=[CH:29][C:28]=3[CH3:36])=[CH:23][CH:22]=2)=[O:17])[CH2:12][CH2:11]1)=[O:7])([CH3:4])([CH3:3])[CH3:2].[NH2:52][C@@H:53]1[CH2:57][CH2:56][N:55]([C:58]([O:60][C:61]([CH3:64])([CH3:63])[CH3:62])=[O:59])[CH2:54]1.C(N(CC)C(C)C)(C)C.C(P1(=O)OP(=O)(CCC)OP(=O)(CCC)O1)CC, predict the reaction product. The product is: [C:1]([O:5][C:6]([NH:8][CH2:9][C@H:10]1[CH2:15][CH2:14][C@H:13]([C:16]([NH:18][C@H:19]([C:37]([NH:39][C:40]2[CH:45]=[CH:44][C:43]([C:46]3[NH:47][C:48]([Cl:51])=[N:49][N:50]=3)=[CH:42][CH:41]=2)=[O:38])[CH2:20][C:21]2[CH:26]=[CH:25][C:24]([C:27]3[CH:32]=[CH:31][C:30]([C:33]([NH:52][C@@H:53]4[CH2:57][CH2:56][N:55]([C:58]([O:60][C:61]([CH3:64])([CH3:63])[CH3:62])=[O:59])[CH2:54]4)=[O:34])=[CH:29][C:28]=3[CH3:36])=[CH:23][CH:22]=2)=[O:17])[CH2:12][CH2:11]1)=[O:7])([CH3:3])([CH3:2])[CH3:4].